From a dataset of Merck oncology drug combination screen with 23,052 pairs across 39 cell lines. Regression. Given two drug SMILES strings and cell line genomic features, predict the synergy score measuring deviation from expected non-interaction effect. Drug 1: CC(=O)OC1C(=O)C2(C)C(O)CC3OCC3(OC(C)=O)C2C(OC(=O)c2ccccc2)C2(O)CC(OC(=O)C(O)C(NC(=O)c3ccccc3)c3ccccc3)C(C)=C1C2(C)C. Drug 2: O=C(CCCCCCC(=O)Nc1ccccc1)NO. Cell line: RPMI7951. Synergy scores: synergy=-2.13.